This data is from Catalyst prediction with 721,799 reactions and 888 catalyst types from USPTO. The task is: Predict which catalyst facilitates the given reaction. Reactant: Br[N:2]1[C:10]2[C:5](=[CH:6][CH:7]=[CH:8][CH:9]=2)[C:4]([CH3:11])=[C:3]1[C:12]1[CH:17]=[CH:16][CH:15]=[CH:14][C:13]=1[F:18].[CH3:19][N:20]([CH3:34])[S:21]([C:24]1[CH:29]=[CH:28][C:27](B(O)O)=[C:26]([CH3:33])[CH:25]=1)(=[O:23])=[O:22].C(=O)([O-])[O-].[K+].[K+]. Product: [F:18][C:13]1[CH:14]=[CH:15][CH:16]=[CH:17][C:12]=1[C:3]1[NH:2][C:10]2[C:5]([C:4]=1[CH3:11])=[CH:6][C:7]([C:27]1[CH:28]=[CH:29][C:24]([S:21]([N:20]([CH3:34])[CH3:19])(=[O:23])=[O:22])=[CH:25][C:26]=1[CH3:33])=[CH:8][CH:9]=2. The catalyst class is: 73.